From a dataset of Forward reaction prediction with 1.9M reactions from USPTO patents (1976-2016). Predict the product of the given reaction. (1) Given the reactants [CH2:1]([O:3][C:4](=[O:38])[C:5]1[CH:10]=[CH:9][C:8]([N:11]2[CH:15]=[C:14]([C:16]3[CH:21]=[CH:20][C:19]([Cl:22])=[CH:18][C:17]=3[Cl:23])[N:13]=[C:12]2[CH2:24][C:25]2[CH:30]=[CH:29][C:28]([C:31]3[CH:36]=[CH:35][C:34]([NH2:37])=[CH:33][CH:32]=3)=[CH:27][CH:26]=2)=[CH:7][CH:6]=1)C.[F:39][C:40]([F:52])([F:51])[C:41]1[CH:42]=[C:43]([S:47](Cl)(=[O:49])=[O:48])[CH:44]=[CH:45][CH:46]=1, predict the reaction product. The product is: [CH3:1][O:3][C:4](=[O:38])[C:5]1[CH:10]=[CH:9][C:8]([N:11]2[CH:15]=[C:14]([C:16]3[CH:21]=[CH:20][C:19]([Cl:22])=[CH:18][C:17]=3[Cl:23])[N:13]=[C:12]2[CH2:24][C:25]2[CH:26]=[CH:27][C:28]([C:31]3[CH:36]=[CH:35][C:34]([NH:37][S:47]([C:43]4[CH:44]=[CH:45][CH:46]=[C:41]([C:40]([F:39])([F:51])[F:52])[CH:42]=4)(=[O:49])=[O:48])=[CH:33][CH:32]=3)=[CH:29][CH:30]=2)=[CH:7][CH:6]=1. (2) Given the reactants [NH2:1][C:2]1[N:3]=[N:4][CH:5]=[CH:6][N:7]=1.[CH3:8][S:9]([O:12]C)(=[O:11])=[O:10].[CH3:14]N(C)C=O, predict the reaction product. The product is: [S:9]([OH:12])(=[O:11])(=[O:10])[CH3:8].[NH2:1][C:2]1[N:3]([CH3:14])[NH:4][CH:5]=[CH:6][N:7]=1. (3) Given the reactants [F:1][C:2]([F:28])([F:27])[C:3]1[CH:4]=[C:5]([N:9]([C:13]2[CH:18]=[CH:17][C:16]([N+:19]([O-])=O)=[CH:15][C:14]=2[C:22]2[NH:26][N:25]=[N:24][N:23]=2)[C:10]([NH2:12])=[O:11])[CH:6]=[CH:7][CH:8]=1, predict the reaction product. The product is: [F:28][C:2]([F:1])([F:27])[C:3]1[CH:4]=[C:5]([N:9]([C:13]2[CH:18]=[CH:17][C:16]([NH2:19])=[CH:15][C:14]=2[C:22]2[NH:26][N:25]=[N:24][N:23]=2)[C:10]([NH2:12])=[O:11])[CH:6]=[CH:7][CH:8]=1.